Dataset: Forward reaction prediction with 1.9M reactions from USPTO patents (1976-2016). Task: Predict the product of the given reaction. (1) Given the reactants [C:1]12([C:11]3[CH:21]=[CH:20][C:14]([O:15][CH2:16][C:17](O)=[O:18])=[CH:13][CH:12]=3)[CH2:10][CH:5]3[CH2:6][CH:7]([CH2:9][CH:3]([CH2:4]3)[CH2:2]1)[CH2:8]2.[CH3:22][O:23][C:24](=[O:36])[C:25]1[CH:34]=[C:33]([NH2:35])[CH:32]=[C:27]([C:28]([O:30][CH3:31])=[O:29])[CH:26]=1.Cl.C(N=C=N)C.ON1C2C=CC=CC=2N=N1, predict the reaction product. The product is: [CH3:31][O:30][C:28](=[O:29])[C:27]1[CH:32]=[C:33]([NH:35][C:17](=[O:18])[CH2:16][O:15][C:14]2[CH:13]=[CH:12][C:11]([C:1]34[CH2:10][CH:5]5[CH2:4][CH:3]([CH2:9][CH:7]([CH2:6]5)[CH2:8]3)[CH2:2]4)=[CH:21][CH:20]=2)[CH:34]=[C:25]([C:24]([O:23][CH3:22])=[O:36])[CH:26]=1. (2) Given the reactants [CH3:1][Si:2]([CH3:36])([CH3:35])[CH2:3][CH2:4][O:5][CH2:6][N:7]1[C:11]2[N:12]=[CH:13][C:14]3[N:15]([C:16]([CH:19]4[CH2:24][CH2:23][N:22](C(OCC5C=CC=CC=5)=O)[CH2:21][CH2:20]4)=[CH:17][N:18]=3)[C:10]=2[CH:9]=[CH:8]1.C([SiH](CC)CC)C, predict the reaction product. The product is: [NH:22]1[CH2:21][CH2:20][CH:19]([C:16]2[N:15]3[C:10]4[CH:9]=[CH:8][N:7]([CH2:6][O:5][CH2:4][CH2:3][Si:2]([CH3:36])([CH3:35])[CH3:1])[C:11]=4[N:12]=[CH:13][C:14]3=[N:18][CH:17]=2)[CH2:24][CH2:23]1.